From a dataset of Full USPTO retrosynthesis dataset with 1.9M reactions from patents (1976-2016). Predict the reactants needed to synthesize the given product. Given the product [Cl:1][C:2]1[CH:3]=[C:4]([CH:18]=[C:19]([Cl:21])[CH:20]=1)[CH2:5][C:6]1[C:7]([CH2:16][CH3:17])=[N:8][N:9]([CH2:13][CH2:14][NH:15][C:22](=[O:29])[C:23]2[CH:28]=[CH:27][CH:26]=[CH:25][CH:24]=2)[C:10]=1[CH2:11][CH3:12], predict the reactants needed to synthesize it. The reactants are: [Cl:1][C:2]1[CH:3]=[C:4]([CH:18]=[C:19]([Cl:21])[CH:20]=1)[CH2:5][C:6]1[C:7]([CH2:16][CH3:17])=[N:8][N:9]([CH2:13][CH2:14][NH2:15])[C:10]=1[CH2:11][CH3:12].[C:22](O)(=[O:29])[C:23]1[CH:28]=[CH:27][CH:26]=[CH:25][CH:24]=1.Cl.CN(C)CCCN=C=NCC.